From a dataset of Peptide-MHC class I binding affinity with 185,985 pairs from IEDB/IMGT. Regression. Given a peptide amino acid sequence and an MHC pseudo amino acid sequence, predict their binding affinity value. This is MHC class I binding data. The peptide sequence is KVFPYALINK. The MHC is HLA-B07:02 with pseudo-sequence HLA-B07:02. The binding affinity (normalized) is 0.0847.